This data is from Full USPTO retrosynthesis dataset with 1.9M reactions from patents (1976-2016). The task is: Predict the reactants needed to synthesize the given product. (1) Given the product [CH2:11]([C:14]1[CH:15]=[C:16]([CH:17]=[O:18])[CH:19]=[CH:20][C:21]=1[O:22][C:4]1[CH:3]=[C:2]([Cl:1])[CH:9]=[CH:8][C:5]=1[C:6]#[N:7])[CH:12]=[CH2:13], predict the reactants needed to synthesize it. The reactants are: [Cl:1][C:2]1[CH:9]=[CH:8][C:5]([C:6]#[N:7])=[C:4](F)[CH:3]=1.[CH2:11]([C:14]1[CH:15]=[C:16]([CH:19]=[CH:20][C:21]=1[OH:22])[CH:17]=[O:18])[CH:12]=[CH2:13].[F-].[K+].[OH-].[Na+]. (2) Given the product [N:4]1([C:5]([O:6][CH2:7][C:8]2[CH:9]=[CH:10][CH:11]=[CH:12][CH:13]=2)=[O:14])[CH2:1][CH:17]=[CH:16][CH2:15]1, predict the reactants needed to synthesize it. The reactants are: [CH2:1]([N:4]([CH2:15][CH:16]=[CH2:17])[C:5](=[O:14])[O:6][CH2:7][C:8]1[CH:13]=[CH:12][CH:11]=[CH:10][CH:9]=1)C=C. (3) Given the product [C:1]([O:5][C:6]([N:8]([CH2:10][C:11]1([C:14]([OH:16])=[O:15])[CH2:12][CH2:13]1)[CH3:9])=[O:7])([CH3:4])([CH3:2])[CH3:3], predict the reactants needed to synthesize it. The reactants are: [C:1]([O:5][C:6]([N:8]([CH2:10][C:11]1([C:14]([O:16]C)=[O:15])[CH2:13][CH2:12]1)[CH3:9])=[O:7])([CH3:4])([CH3:3])[CH3:2].O.[OH-].[Na+]. (4) The reactants are: I[C:2]1[N:6]=[C:5]([C:7]2[CH:12]=[CH:11][C:10]([O:13][C:14]([F:17])([F:16])[F:15])=[CH:9][CH:8]=2)[N:4]([CH3:18])[C:3]=1[C:19]([N:21]1[CH2:26][CH2:25][CH:24]([N:27]2[CH2:31][CH2:30][CH2:29][CH2:28]2)[CH2:23][CH2:22]1)=[O:20].[N:32]1[CH:37]=[CH:36][C:35](B(O)O)=[CH:34][CH:33]=1. Given the product [CH3:18][N:4]1[C:3]([C:19]([N:21]2[CH2:26][CH2:25][CH:24]([N:27]3[CH2:31][CH2:30][CH2:29][CH2:28]3)[CH2:23][CH2:22]2)=[O:20])=[C:2]([C:35]2[CH:36]=[CH:37][N:32]=[CH:33][CH:34]=2)[N:6]=[C:5]1[C:7]1[CH:12]=[CH:11][C:10]([O:13][C:14]([F:17])([F:16])[F:15])=[CH:9][CH:8]=1, predict the reactants needed to synthesize it. (5) The reactants are: [C:1]([O:5][C:6]([N:8]1[CH2:13][CH2:12][CH:11]([CH2:14][CH2:15][CH2:16][O:17][C:18]2[CH:23]=[CH:22][C:21]([C:24]([O:26]C)=[O:25])=[C:20]([CH3:28])[CH:19]=2)[CH2:10][CH2:9]1)=[O:7])([CH3:4])([CH3:3])[CH3:2].O[Li].O. Given the product [C:1]([O:5][C:6]([N:8]1[CH2:9][CH2:10][CH:11]([CH2:14][CH2:15][CH2:16][O:17][C:18]2[CH:23]=[CH:22][C:21]([C:24]([OH:26])=[O:25])=[C:20]([CH3:28])[CH:19]=2)[CH2:12][CH2:13]1)=[O:7])([CH3:3])([CH3:4])[CH3:2], predict the reactants needed to synthesize it. (6) Given the product [Cl:24][C:17]1[CH:18]=[C:19]([CH2:22][N:6]2[CH:5]=[C:4]([N+:1]([O-:3])=[O:2])[CH:8]=[N:7]2)[CH:20]=[CH:21][C:16]=1[Cl:15], predict the reactants needed to synthesize it. The reactants are: [N+:1]([C:4]1[CH:5]=[N:6][NH:7][CH:8]=1)([O-:3])=[O:2].C(=O)([O-])[O-].[K+].[K+].[Cl:15][C:16]1[CH:21]=[CH:20][C:19]([CH2:22]Cl)=[CH:18][C:17]=1[Cl:24].